This data is from Forward reaction prediction with 1.9M reactions from USPTO patents (1976-2016). The task is: Predict the product of the given reaction. (1) Given the reactants [CH3:1][C:2]1[N:3]([CH2:29][C:30]([OH:32])=[O:31])[C:4]2[CH2:5][C:6]([CH3:28])([CH3:27])[CH2:7][C:8](=O)[C:9]=2[C:10]=1[CH2:11][C:12]1[CH:17]=[CH:16][CH:15]=[CH:14][C:13]=1[S:18]([N:21]1[CH2:25][CH2:24][CH2:23][CH2:22]1)(=[O:20])=[O:19].Cl.[C:34]([O:38][NH2:39])([CH3:37])([CH3:36])[CH3:35].[OH-].[Na+], predict the reaction product. The product is: [C:34]([O:38]/[N:39]=[C:8]1/[C:9]2[C:10]([CH2:11][C:12]3[CH:17]=[CH:16][CH:15]=[CH:14][C:13]=3[S:18]([N:21]3[CH2:25][CH2:24][CH2:23][CH2:22]3)(=[O:20])=[O:19])=[C:2]([CH3:1])[N:3]([CH2:29][C:30]([OH:32])=[O:31])[C:4]=2[CH2:5][C:6]([CH3:27])([CH3:28])[CH2:7]/1)([CH3:37])([CH3:36])[CH3:35]. (2) Given the reactants [O:1]=[C:2]1[C:7]2[CH:8]=[CH:9][C:10]([C:12]([OH:14])=O)=[CH:11][C:6]=2[S:5][C:4]([C:15]2[CH:20]=[CH:19][CH:18]=[CH:17][N:16]=2)=[N:3]1.[CH:21]1([NH2:24])[CH2:23][CH2:22]1, predict the reaction product. The product is: [CH:21]1([NH:24][C:12]([C:10]2[CH:9]=[CH:8][C:7]3[C:2](=[O:1])[N:3]=[C:4]([C:15]4[CH:20]=[CH:19][CH:18]=[CH:17][N:16]=4)[S:5][C:6]=3[CH:11]=2)=[O:14])[CH2:23][CH2:22]1.